This data is from Catalyst prediction with 721,799 reactions and 888 catalyst types from USPTO. The task is: Predict which catalyst facilitates the given reaction. (1) Reactant: [Cl:1][C:2]1[CH:3]=[C:4]([CH2:9][N:10]2[CH2:15][CH2:14][CH:13]([CH2:16][NH:17][C:18](=[S:37])[NH:19]C(OCC3C4C=CC=CC=4C4C3=CC=CC=4)=O)[CH2:12][CH2:11]2)[CH:5]=[CH:6][C:7]=1[Cl:8].N1CCCCC1.O. Product: [NH2:19][C:18]([NH:17][CH2:16][CH:13]1[CH2:14][CH2:15][N:10]([CH2:9][C:4]2[CH:5]=[CH:6][C:7]([Cl:8])=[C:2]([Cl:1])[CH:3]=2)[CH2:11][CH2:12]1)=[S:37]. The catalyst class is: 3. (2) Reactant: C([O:3][C:4](=[O:27])[CH2:5][N:6]1[C:14]2[C:9](=[CH:10][CH:11]=[CH:12][CH:13]=2)[C:8]2([C:18]3=[CH:19][C:20]4[O:24][CH2:23][O:22][C:21]=4[CH:25]=[C:17]3[O:16][CH2:15]2)[C:7]1=[O:26])C.O.[OH-].[Li+].Cl. Product: [O:26]=[C:7]1[C:8]2([C:18]3=[CH:19][C:20]4[O:24][CH2:23][O:22][C:21]=4[CH:25]=[C:17]3[O:16][CH2:15]2)[C:9]2[C:14](=[CH:13][CH:12]=[CH:11][CH:10]=2)[N:6]1[CH2:5][C:4]([OH:27])=[O:3]. The catalyst class is: 20. (3) Reactant: [Cl:1][C:2]1[N:3]=[N:4][C:5](Cl)=[CH:6][CH:7]=1.[OH:9][C:10]1[CH:17]=[CH:16][C:13]([CH:14]=[O:15])=[CH:12][CH:11]=1.C(=O)([O-])[O-].[K+].[K+].CN(C)C=O. Product: [Cl:1][C:2]1[N:3]=[N:4][C:5]([O:9][C:10]2[CH:17]=[CH:16][C:13]([CH:14]=[O:15])=[CH:12][CH:11]=2)=[CH:6][CH:7]=1. The catalyst class is: 6. (4) Reactant: [O:1]1[C:5]2[CH:6]=[CH:7][CH:8]=[CH:9][C:4]=2[CH:3]=[C:2]1[S:10]([NH:13][C:14]1[CH:19]=[C:18]([Cl:20])[CH:17]=[CH:16][C:15]=1[S:21][CH2:22][C:23]([OH:25])=[O:24])(=[O:12])=[O:11].C1C=C(Cl)C=C(C(OO)=[O:34])C=1. Product: [O:1]1[C:5]2[CH:6]=[CH:7][CH:8]=[CH:9][C:4]=2[CH:3]=[C:2]1[S:10]([NH:13][C:14]1[CH:19]=[C:18]([Cl:20])[CH:17]=[CH:16][C:15]=1[S:21]([CH2:22][C:23]([OH:25])=[O:24])=[O:34])(=[O:11])=[O:12]. The catalyst class is: 643. (5) Reactant: [C:1]([O-])([O-])=O.[K+].[K+].[CH3:7][O:8][C:9]([C:11]1[C:20]2[O:19][CH2:18][CH2:17][NH:16][C:15]=2[CH:14]=[CH:13][CH:12]=1)=[O:10].CI.O. Product: [CH3:7][O:8][C:9]([C:11]1[C:20]2[O:19][CH2:18][CH2:17][N:16]([CH3:1])[C:15]=2[CH:14]=[CH:13][CH:12]=1)=[O:10]. The catalyst class is: 31.